The task is: Predict the reaction yield, written as a fraction of the theoretical maximum amount of product (1.0 means a 100% yield; for example, 0.34 means a 34% yield).. This data is from Reaction yield outcomes from USPTO patents with 853,638 reactions. (1) The reactants are [F:1][C:2]1([F:25])[CH2:7][CH2:6][CH:5]([CH2:8][C:9]2[N:13]3[C:14]([CH3:20])=[CH:15][C:16]([C:18]#[N:19])=[CH:17][C:12]3=[N:11][C:10]=2[C:21]([OH:24])([CH3:23])[CH3:22])[CH2:4][CH2:3]1.[H-].[Na+].I[CH2:29][CH3:30].[Cl-].[NH4+]. The catalyst is C1COCC1. The product is [F:25][C:2]1([F:1])[CH2:7][CH2:6][CH:5]([CH2:8][C:9]2[N:13]3[C:14]([CH3:20])=[CH:15][C:16]([C:18]#[N:19])=[CH:17][C:12]3=[N:11][C:10]=2[C:21]([O:24][CH2:29][CH3:30])([CH3:22])[CH3:23])[CH2:4][CH2:3]1. The yield is 0.190. (2) The reactants are Br[C:2]1[CH:7]=[C:6]([CH3:8])[CH:5]=[C:4]([O:9][CH3:10])[CH:3]=1.[CH3:11][N:12](C=O)C. The catalyst is [C-]#N.[C-]#N.[Zn+2].C1C=CC([P]([Pd]([P](C2C=CC=CC=2)(C2C=CC=CC=2)C2C=CC=CC=2)([P](C2C=CC=CC=2)(C2C=CC=CC=2)C2C=CC=CC=2)[P](C2C=CC=CC=2)(C2C=CC=CC=2)C2C=CC=CC=2)(C2C=CC=CC=2)C2C=CC=CC=2)=CC=1.C(OCC)(=O)C. The product is [CH3:10][O:9][C:4]1[CH:3]=[C:2]([CH:7]=[C:6]([CH3:8])[CH:5]=1)[C:11]#[N:12]. The yield is 0.830. (3) The reactants are [CH2:1]([CH:8]1[CH2:13][CH2:12][NH:11][CH2:10][CH2:9]1)[C:2]1[CH:7]=[CH:6][CH:5]=[CH:4][CH:3]=1.Cl[CH2:15][CH2:16][OH:17].C([O-])([O-])=O.[K+].[K+]. The catalyst is CN(C=O)C.O. The product is [CH2:1]([CH:8]1[CH2:13][CH2:12][N:11]([CH2:15][CH2:16][OH:17])[CH2:10][CH2:9]1)[C:2]1[CH:7]=[CH:6][CH:5]=[CH:4][CH:3]=1. The yield is 0.400.